This data is from Caco-2 cell permeability data measuring drug intestinal absorption for ~900 compounds. The task is: Regression/Classification. Given a drug SMILES string, predict its absorption, distribution, metabolism, or excretion properties. Task type varies by dataset: regression for continuous measurements (e.g., permeability, clearance, half-life) or binary classification for categorical outcomes (e.g., BBB penetration, CYP inhibition). For this dataset (caco2_wang), we predict Y. (1) The drug is OC[C@H]1O[C@H](O[C@]2(CO)O[C@H](CO)[C@@H](O)[C@@H]2O)[C@H](O)[C@@H](O)[C@@H]1O. The Y is -5.92 log Papp (cm/s). (2) The drug is Cn1c(N2CCCN(CCCN3c4ccccc4Sc4ccc(OCC(=O)O)cc43)CC2)cc(=O)n(C)c1=O. The Y is -5.80 log Papp (cm/s). (3) The molecule is NCc1cccc(-n2nc(C(F)(F)F)cc2C(=O)Nc2ccc(-c3ccccc3S(N)(=O)=O)cc2F)c1. The Y is -6.00 log Papp (cm/s).